From a dataset of Drug-target binding data from BindingDB using IC50 measurements. Regression. Given a target protein amino acid sequence and a drug SMILES string, predict the binding affinity score between them. We predict pIC50 (pIC50 = -log10(IC50 in M); higher means more potent). Dataset: bindingdb_ic50. (1) The compound is COC(C)N[Pt](Cl)(Cl)NC(C)OC. The target protein (P0A7G6) has sequence MAIDENKQKALAAALGQIEKQFGKGSIMRLGEDRSMDVETISTGSLSLDIALGAGGLPMGRIVEIYGPESSGKTTLTLQVIAAAQREGKTCAFIDAEHALDPIYARKLGVDIDNLLCSQPDTGEQALEICDALARSGAVDVIVVDSVAALTPKAEIEGEIGDSHMGLAARMMSQAMRKLAGNLKQSNTLLIFINQIRMKIGVMFGNPETTTGGNALKFYASVRLDIRRIGAVKEGENVVGSETRVKVVKNKIAAPFKQAEFQILYGEGINFYGELVDLGVKEKLIEKAGAWYSYKGEKIGQGKANATAWLKDNPETAKEIEKKVRELLLSNPNSTPDFSVDDSEGVAETNEDF. The pIC50 is 3.7. (2) The compound is O=C(N/N=C/c1ccc(OCc2ccccc2)cc1)c1cc(O)c(O)c(O)c1. The target protein (Q9NYA1) has sequence MDPAGGPRGVLPRPCRVLVLLNPRGGKGKALQLFRSHVQPLLAEAEISFTLMLTERRNHARELVRSEELGRWDALVVMSGDGLMHEVVNGLMERPDWETAIQKPLCSLPAGSGNALAASLNHYAGYEQVTNEDLLTNCTLLLCRRLLSPMNLLSLHTASGLRLFSVLSLAWGFIADVDLESEKYRRLGEMRFTLGTFLRLAALRTYRGRLAYLPVGRVGSKTPASPVVVQQGPVDAHLVPLEEPVPSHWTVVPDEDFVLVLALLHSHLGSEMFAAPMGRCAAGVMHLFYVRAGVSRAMLLRLFLAMEKGRHMEYECPYLVYVPVVAFRLEPKDGKGVFAVDGELMVSEAVQGQVHPNYFWMVSGCVEPPPSWKPQQMPPPEEPL. The pIC50 is 4.7. (3) The compound is CCCCCCCCCCC#CCOCc1ccc(C(=O)O)cc1. The target protein (P16469) has sequence MGLYRVRVSTGSSFYAGSQNQVQLWLVGQHGEAALGWCLRPARGKETEFSVDVSEYLGPLLFVKLRKRHLLQDDAWFCNWISVQGPGANGDEFRFPCYRWVEGDRILSLPEGTARTVVDDPQGLFKKHREEELAERRKLYRWGNWKDGLILNIASTGIHDLPVDERFLEDKRIDFEASLAKGLADLAVKDSLNVLMSWNSLDSFNRIFWCGQSKLAERVRDSWKEDALFGYQFLNGTNPMLLRHSVELPARLKFPPGMEELQAQLEKELQGGTLFEADFSLLDGIKANVILCSQQYLAVPLVMLKLQPDGKLLPMVIQLQLPHEGSPLPPLFLPTDPPMVWLLAKCWVRSSDFQLHELHSHLLRGHLMAEVIAVATMRCLPSIHPIFKLLIPHFRYTMEINVRARNGLVSDLGIFDQVVSTGGGGHVELLRRAAALLTYSSFCPPDDLADRGLLGVESSFYAQDALRLWEVISRYVEGIVSLHYKTDESVKEDLELQAWC.... The pIC50 is 7.2. (4) The drug is CC(C)c1ccc2c(c1)CCC1C(C)(CN)CCCC21C. The target protein sequence is MRVLVVEDNALLRHHLKVQLQDSGHQVDAAEDAREADYYLNEHLPDIAIVDLGLPDEDGLSLIRRWRSSDVSLPVLVLTAREGWQDKVEVLSSGADDYVTKPFHIEEVMARMQALMRRNSGLASQVINIPPFQVDLSRRELSVNEEVIKLTAFEYTIMETLIRNNGKVVSKDSLMLQLYPDAELRESHTIDVLMGRLRKKIQAQYPHDVITTV. The pIC50 is 4.7. (5) The compound is Cn1c2ccccc2c2c3c(c4c5ccccc5n(CC(F)F)c4c21)CNC3=O. The target protein (P00516) has sequence MSELEEDFAKILMLKEERIKELEKRLSEKEEEIQELKRKLHKCQSVLPVPSTHIGPRTTRAQGISAEPQTYRSFHDLRQAFRKFTKSERSKDLIKEAILDNDFMKNLELSQIQEIVDCMYPVEYGKDSCIIKEGDVGSLVYVMEDGKVEVTKEGVKLCTMGPGKVFGELAILYNCTRTATVKTLVNVKLWAIDRQCFQTIMMRTGLIKHTEYMEFLKSVPTFQSLPEEILSKLADVLEETHYENGEYIIRQGARGDTFFIISKGKVNVTREDSPNEDPVFLRTLGKGDWFGEKALQGEDVRTANVIAAEAVTCLVIDRDSFKHLIGGLDDVSNKAYEDAEAKAKYEAEAAFFANLKLSDFNIIDTLGVGGFGRVELVQLKSEESKTFAMKILKKRHIVDTRQQEHIRSEKQIMQGAHSDFIVRLYRTFKDSKYLYMLMEACLGGELWTILRDRGSFEDSTTRFYTACVVEAFAYLHSKGIIYRDLKPENLILDHRGYAKL.... The pIC50 is 6.2. (6) The small molecule is NC(=O)Nc1sc(-c2ccc(Cl)cc2)cc1C(=O)N[C@H]1CCCNC1. The target protein (O14519) has sequence MSYKPNLAAHMPAAALNAAGSVHSPSTSMATSSQYRQLLSDYGPPSLGYTQGTGNSQVPQSKYAELLAIIEELGKEIRPTYAGSKSAMERLKRGIIHARGLVRECLAETERNARS. The pIC50 is 5.4.